From a dataset of Full USPTO retrosynthesis dataset with 1.9M reactions from patents (1976-2016). Predict the reactants needed to synthesize the given product. (1) Given the product [NH:33]1[CH:32]=[C:31]([C:2]2[CH:3]=[CH:4][C:5]3[C:11]4[S:12][C:13]([C:15]5[NH:20][CH2:19][C:18](=[O:21])[NH:17][N:16]=5)=[CH:14][C:10]=4[CH2:9][CH2:8][O:7][C:6]=3[CH:22]=2)[CH:35]=[N:34]1, predict the reactants needed to synthesize it. The reactants are: Br[C:2]1[CH:3]=[CH:4][C:5]2[C:11]3[S:12][C:13]([C:15]4[NH:20][CH2:19][C:18](=[O:21])[NH:17][N:16]=4)=[CH:14][C:10]=3[CH2:9][CH2:8][O:7][C:6]=2[CH:22]=1.CC1(C)C(C)(C)OB([C:31]2[CH:32]=[N:33][NH:34][CH:35]=2)O1. (2) The reactants are: C1(C)C=CC(S(Cl)(=O)=O)=CC=1.[NH2:12][C:13]1[C:14]([C:20]([NH:22][NH:23][C:24](=[O:29])[C:25]([CH3:28])([CH3:27])[CH3:26])=O)=[N:15][C:16]([Br:19])=[CH:17][N:18]=1.C(N(CC)C(C)C)(C)C. Given the product [Br:19][C:16]1[N:15]=[C:14]([C:20]2[O:29][C:24]([C:25]([CH3:26])([CH3:27])[CH3:28])=[N:23][N:22]=2)[C:13]([NH2:12])=[N:18][CH:17]=1, predict the reactants needed to synthesize it. (3) Given the product [Cl:1][C:2]1[CH:7]=[CH:6][CH:5]=[CH:4][C:3]=1[NH:8][C:9]1[S:10][CH:13]([CH2:17][CH3:18])[C:14](=[O:15])[N:11]=1, predict the reactants needed to synthesize it. The reactants are: [Cl:1][C:2]1[CH:7]=[CH:6][CH:5]=[CH:4][C:3]=1[NH:8][C:9]([NH2:11])=[S:10].Br[CH:13]([CH2:17][CH3:18])[C:14](O)=[O:15].